Predict the reactants needed to synthesize the given product. From a dataset of Full USPTO retrosynthesis dataset with 1.9M reactions from patents (1976-2016). (1) Given the product [CH2:1]([N:3]1[C:11]2[CH:10]=[C:9]([N:12]([C:13]3[CH:18]=[CH:17][CH:16]=[CH:15][C:14]=3[CH2:19][CH3:20])[CH3:24])[N:8]=[CH:7][C:6]=2[N:5]=[CH:4]1)[CH3:2], predict the reactants needed to synthesize it. The reactants are: [CH2:1]([N:3]1[C:11]2[CH:10]=[C:9]([NH:12][C:13]3[CH:18]=[CH:17][CH:16]=[CH:15][C:14]=3[CH2:19][CH3:20])[N:8]=[CH:7][C:6]=2[N:5]=[CH:4]1)[CH3:2].[H-].[Na+].I[CH3:24]. (2) Given the product [C:23]([O:20][C:15]1[CH:14]=[CH:13][CH:12]=[C:11]2[C:16]=1[C:17](=[O:19])[CH2:18][CH:9]([C:8]1[CH:21]=[CH:22][C:5]([C:1]([CH3:4])([CH3:2])[CH3:3])=[CH:6][CH:7]=1)[O:10]2)(=[O:25])[CH3:24], predict the reactants needed to synthesize it. The reactants are: [C:1]([C:5]1[CH:22]=[CH:21][C:8]([CH:9]2[CH2:18][C:17](=[O:19])[C:16]3[C:11](=[CH:12][CH:13]=[CH:14][C:15]=3[OH:20])[O:10]2)=[CH:7][CH:6]=1)([CH3:4])([CH3:3])[CH3:2].[C:23](OC(=O)C)(=[O:25])[CH3:24]. (3) Given the product [Cl:1][C:2]1[N:7]=[C:6]2[N:8]([CH3:12])[C:9](=[O:11])[N:10]([CH2:22][C:21]([CH3:23])=[CH2:20])[C:5]2=[CH:4][CH:3]=1, predict the reactants needed to synthesize it. The reactants are: [Cl:1][C:2]1[N:7]=[C:6]2[N:8]([CH3:12])[C:9](=[O:11])[NH:10][C:5]2=[CH:4][CH:3]=1.C(=O)([O-])[O-].[Cs+].[Cs+].Br[CH2:20][C:21]([CH3:23])=[CH2:22]. (4) Given the product [Cl:12][C:10]1[S:11][C:6]2[CH:5]=[C:4]([C:1](=[O:3])[NH:23][CH2:22][CH2:21][O:14][C:15]3[CH:20]=[CH:19][CH:18]=[CH:17][CH:16]=3)[NH:8][C:7]=2[C:9]=1[Cl:13], predict the reactants needed to synthesize it. The reactants are: [C:1]([C:4]1[NH:8][C:7]2[C:9]([Cl:13])=[C:10]([Cl:12])[S:11][C:6]=2[CH:5]=1)([OH:3])=O.[O:14]([CH2:21][CH2:22][NH2:23])[C:15]1[CH:20]=[CH:19][CH:18]=[CH:17][CH:16]=1.C1C=CC2N(O)N=NC=2C=1.CCN(C(C)C)C(C)C.CCN=C=NCCCN(C)C. (5) Given the product [CH3:4][C:2]([C:5]1[CH:6]=[C:7]([CH:22]=[C:23]([C:26]([CH3:29])([CH3:28])[CH3:27])[C:24]=1[OH:25])[C:8]([NH:10][CH2:11][CH2:12][C:13]1[CH:18]=[CH:17][C:16]([NH2:19])=[CH:15][CH:14]=1)=[O:9])([CH3:1])[CH3:3], predict the reactants needed to synthesize it. The reactants are: [CH3:1][C:2]([C:5]1[CH:6]=[C:7]([CH:22]=[C:23]([C:26]([CH3:29])([CH3:28])[CH3:27])[C:24]=1[OH:25])[C:8]([NH:10][CH2:11][CH2:12][C:13]1[CH:18]=[CH:17][C:16]([N+:19]([O-])=O)=[CH:15][CH:14]=1)=[O:9])([CH3:4])[CH3:3].CC(C1C=C(C=C(C(C)(C)C)C=1O)C(NCC1C=CC([N+]([O-])=O)=CC=1)=O)(C)C.